This data is from Forward reaction prediction with 1.9M reactions from USPTO patents (1976-2016). The task is: Predict the product of the given reaction. (1) Given the reactants Br[C:2]1[CH:7]=[CH:6][C:5]([CH:8]2[C:13](=[O:14])[C:12]([CH3:16])([CH3:15])[O:11][C:10]([CH3:18])([CH3:17])[C:9]2=[O:19])=[C:4]([CH2:20][CH3:21])[CH:3]=1.N1CCC[C@H]1C(O)=[O:25], predict the reaction product. The product is: [CH2:20]([C:4]1[CH:3]=[C:2]([OH:25])[CH:7]=[CH:6][C:5]=1[CH:8]1[C:9](=[O:19])[C:10]([CH3:18])([CH3:17])[O:11][C:12]([CH3:16])([CH3:15])[C:13]1=[O:14])[CH3:21]. (2) Given the reactants CS([O:5][CH2:6][C:7]1[C:8]([C:16]2[CH:21]=[CH:20][C:19]([CH3:22])=[C:18]([F:23])[CH:17]=2)=[N:9][S:10][C:11]=1[C:12]([F:15])([F:14])[F:13])(=O)=O.[F:24][C:25]1[CH:26]=[C:27]([CH2:33][CH2:34][C:35]([O:37]CC)=[O:36])[CH:28]=[C:29]([F:32])[C:30]=1O, predict the reaction product. The product is: [F:24][C:25]1[CH:26]=[C:27]([CH2:33][CH2:34][C:35]([OH:37])=[O:36])[CH:28]=[C:29]([F:32])[C:30]=1[O:5][CH2:6][C:7]1[C:8]([C:16]2[CH:21]=[CH:20][C:19]([CH3:22])=[C:18]([F:23])[CH:17]=2)=[N:9][S:10][C:11]=1[C:12]([F:15])([F:14])[F:13]. (3) Given the reactants [CH3:1][O:2][C:3]1[CH:33]=[CH:32][C:6]([CH2:7][N:8]2[C:13](=[O:14])[CH:12](C(OC)=O)[C:11](=[O:19])[C:10]3([CH2:24][CH2:23][N:22]([C:25]([O:27][C:28]([CH3:31])([CH3:30])[CH3:29])=[O:26])[CH2:21][CH2:20]3)[CH2:9]2)=[CH:5][CH:4]=1.O, predict the reaction product. The product is: [CH3:1][O:2][C:3]1[CH:4]=[CH:5][C:6]([CH2:7][N:8]2[C:13](=[O:14])[CH2:12][C:11](=[O:19])[C:10]3([CH2:24][CH2:23][N:22]([C:25]([O:27][C:28]([CH3:29])([CH3:31])[CH3:30])=[O:26])[CH2:21][CH2:20]3)[CH2:9]2)=[CH:32][CH:33]=1. (4) The product is: [CH3:41][C:10]1([NH:12][C:13]2[C:26]([C:27]([F:28])([F:29])[F:30])=[CH:25][C:24]3[O:23][CH2:22][C:21]4=[N:20][NH:19][C:18](=[O:39])[C@@H:17]([CH3:40])[N:16]4[C:15]=3[CH:14]=2)[CH2:9][N:8]([C:6]([O:5][C:1]([CH3:2])([CH3:3])[CH3:4])=[O:7])[CH2:11]1. Given the reactants [C:1]([O:5][C:6]([N:8]1[CH2:11][C:10]([CH3:41])([NH:12][C:13]2[CH:14]=[C:15]3[C:24](=[CH:25][C:26]=2[C:27]([F:30])([F:29])[F:28])[O:23][CH2:22][C:21]2[N:16]3[CH:17]([CH3:40])[C:18](=[O:39])[N:19](COCC[Si](C)(C)C)[N:20]=2)[CH2:9]1)=[O:7])([CH3:4])([CH3:3])[CH3:2].CCCC[N+](CCCC)(CCCC)CCCC.[F-], predict the reaction product. (5) Given the reactants [CH3:1][O:2][C:3]([N:5]1[C:13]2[C:8](=[C:9]([CH2:15][C:16]([O:18][CH2:19][CH3:20])=[O:17])[C:10]([Cl:14])=[CH:11][CH:12]=2)[CH:7]=[C:6]1[CH3:21])=[O:4].[Se](O)(O)=[O:23], predict the reaction product. The product is: [CH3:1][O:2][C:3]([N:5]1[C:13]2[C:8](=[C:9]([CH2:15][C:16]([O:18][CH2:19][CH3:20])=[O:17])[C:10]([Cl:14])=[CH:11][CH:12]=2)[CH:7]=[C:6]1[CH:21]=[O:23])=[O:4].